From a dataset of Forward reaction prediction with 1.9M reactions from USPTO patents (1976-2016). Predict the product of the given reaction. (1) Given the reactants Cl[C:2]1[N:6]2[CH:7]=[C:8]([C:13]3[CH:18]=[CH:17][C:16]([Cl:19])=[CH:15][C:14]=3[Cl:20])[C:9]([C:11]#[N:12])=[CH:10][C:5]2=[N:4][N:3]=1.[NH:21]1[CH2:26][CH2:25][O:24][CH2:23][CH2:22]1, predict the reaction product. The product is: [Cl:20][C:14]1[CH:15]=[C:16]([Cl:19])[CH:17]=[CH:18][C:13]=1[C:8]1[C:9]([C:11]#[N:12])=[CH:10][C:5]2[N:6]([C:2]([N:21]3[CH2:26][CH2:25][O:24][CH2:23][CH2:22]3)=[N:3][N:4]=2)[CH:7]=1. (2) Given the reactants [CH2:1]=[O:2].[O:3]=[C:4]1[CH:11]2[CH2:12][CH:7]3[CH2:8][CH:9]([CH2:13][CH:5]1[CH:6]3O)[CH2:10]2.[ClH:15], predict the reaction product. The product is: [Cl:15][CH2:1][O:2][CH:10]1[CH:11]2[CH2:12][CH:7]3[CH2:6][CH:5]([CH2:13][CH:9]1[CH2:8]3)[C:4]2=[O:3]. (3) Given the reactants [Cl:1][C:2]1[CH:3]=[C:4]([C:9]2([F:21])[CH2:13][CH2:12][N:11](C(OC(C)(C)C)=O)[CH2:10]2)[CH:5]=[C:6]([Cl:8])[CH:7]=1.FC(F)(F)C(O)=O, predict the reaction product. The product is: [Cl:1][C:2]1[CH:3]=[C:4]([C:9]2([F:21])[CH2:13][CH2:12][NH:11][CH2:10]2)[CH:5]=[C:6]([Cl:8])[CH:7]=1. (4) Given the reactants [C:1]1([CH2:7][CH2:8][CH2:9][NH:10][C@H:11]2[CH2:16][CH2:15][C@H:14]([C:17]3[CH:22]=[CH:21][C:20]([OH:23])=[CH:19][CH:18]=3)[CH2:13][CH2:12]2)[CH:6]=[CH:5][CH:4]=[CH:3][CH:2]=1.[CH3:24][C:25]([CH3:27])=O.C1COCC1.C([BH3-])#N.[Na+], predict the reaction product. The product is: [CH:25]([N:10]([C@H:11]1[CH2:12][CH2:13][C@H:14]([C:17]2[CH:18]=[CH:19][C:20]([OH:23])=[CH:21][CH:22]=2)[CH2:15][CH2:16]1)[CH2:9][CH2:8][CH2:7][C:1]1[CH:2]=[CH:3][CH:4]=[CH:5][CH:6]=1)([CH3:27])[CH3:24]. (5) Given the reactants C([C@H]1COC(=O)N1[C:14](=[O:26])[C@@H:15]([CH3:25])[CH2:16][CH2:17][CH2:18][C:19]1[CH:24]=[CH:23][CH:22]=[CH:21][CH:20]=1)C1C=CC=CC=1.OO.[OH-].[Li+].[OH:31]S([O-])(=O)=O.[K+], predict the reaction product. The product is: [CH3:25][C@@H:15]([CH2:16][CH2:17][CH2:18][C:19]1[CH:20]=[CH:21][CH:22]=[CH:23][CH:24]=1)[C:14]([OH:26])=[O:31]. (6) The product is: [C:17]([O:21][C:22](=[O:23])[NH:24][C@H:25]([C:26](=[O:27])[NH:8][C:5]1[CH:6]=[CH:7][C:2]([F:1])=[CH:3][C:4]=1[NH:9][C:10]1[CH:11]=[N:12][C:13]([F:16])=[CH:14][CH:15]=1)[CH3:29])([CH3:18])([CH3:19])[CH3:20]. Given the reactants [F:1][C:2]1[CH:3]=[C:4]([NH:9][C:10]2[CH:11]=[N:12][C:13]([F:16])=[CH:14][CH:15]=2)[C:5]([NH2:8])=[CH:6][CH:7]=1.[C:17]([O:21][C:22]([NH:24][C@@H:25]([CH3:29])[C:26](O)=[O:27])=[O:23])([CH3:20])([CH3:19])[CH3:18].C1C=NC2N(O)N=NC=2C=1.CN1CCOCC1.Cl.CN(C)CCCN=C=NCC, predict the reaction product. (7) Given the reactants [C:1]([C:3]1[C:8]([OH:9])=[CH:7][CH:6]=[CH:5][N:4]=1)#[N:2].Br[CH2:11][C:12]([O:14][CH3:15])=[O:13].C(=O)([O-])[O-].[K+].[K+], predict the reaction product. The product is: [CH3:15][O:14][C:12](=[O:13])[CH2:11][O:9][C:8]1[C:3]([C:1]#[N:2])=[N:4][CH:5]=[CH:6][CH:7]=1.